Dataset: Full USPTO retrosynthesis dataset with 1.9M reactions from patents (1976-2016). Task: Predict the reactants needed to synthesize the given product. (1) The reactants are: [OH:1][C:2]1[C:7]([C:8](=[O:10])[CH3:9])=[CH:6][CH:5]=[C:4]([OH:11])[C:3]=1[C:12]1[CH:17]=[CH:16][CH:15]=[CH:14][CH:13]=1.IC[C:20]1[CH:25]=C[C:23]([CH:26](OC2CCCCO2)[C:27]2[CH:28]=[C:29]([CH:32]=[CH:33][CH:34]=2)[C:30]#[N:31])=[CH:22][CH:21]=1.[C:42](=[O:45])([O-])[O-].[K+].[K+].[Cl-].[CH3:49]C(C)=O. Given the product [C:8]([C:7]1[CH:6]=[CH:5][C:4]([O:11][CH2:49][C:21]2[CH:20]=[CH:25][C:26]([C:27]3[C:28]([CH2:42][OH:45])=[C:29]([CH:32]=[CH:33][CH:34]=3)[C:30]#[N:31])=[CH:23][CH:22]=2)=[C:3]([C:12]2[CH:13]=[CH:14][CH:15]=[CH:16][CH:17]=2)[C:2]=1[OH:1])(=[O:10])[CH3:9], predict the reactants needed to synthesize it. (2) Given the product [F:1][C:2]1[CH:3]=[C:4]([NH:5][C:30](=[O:31])[O:32][C:33]2[CH:38]=[CH:37][CH:36]=[CH:35][CH:34]=2)[CH:6]=[CH:7][C:8]=1[N:9]1[CH2:14][CH2:13][N:12]([C:15]2[CH:20]=[CH:19][C:18]([O:21][CH3:22])=[CH:17][CH:16]=2)[CH2:11][CH2:10]1, predict the reactants needed to synthesize it. The reactants are: [F:1][C:2]1[CH:3]=[C:4]([CH:6]=[CH:7][C:8]=1[N:9]1[CH2:14][CH2:13][N:12]([C:15]2[CH:20]=[CH:19][C:18]([O:21][CH3:22])=[CH:17][CH:16]=2)[CH2:11][CH2:10]1)[NH2:5].N1C=CC=CC=1.Cl[C:30]([O:32][C:33]1[CH:38]=[CH:37][CH:36]=[CH:35][CH:34]=1)=[O:31].O. (3) The reactants are: [CH3:1][NH:2][S:3]([CH2:6][C@H:7]1[CH2:12][CH2:11][C@H:10]([NH:13][C:14]2[C:19]([N+:20]([O-])=O)=[CH:18][N:17]=[C:16]3[CH:23]=[CH:24][S:25][C:15]=23)[CH2:9][CH2:8]1)(=[O:5])=[O:4]. Given the product [NH2:20][C:19]1[C:14]([NH:13][C@H:10]2[CH2:9][CH2:8][C@H:7]([CH2:6][S:3]([NH:2][CH3:1])(=[O:5])=[O:4])[CH2:12][CH2:11]2)=[C:15]2[S:25][CH:24]=[CH:23][C:16]2=[N:17][CH:18]=1, predict the reactants needed to synthesize it. (4) Given the product [CH:1](=[O:6])[CH2:2][CH2:3][CH2:4][CH3:5].[CH3:13][CH:10]([CH2:7][CH3:8])[CH:11]=[O:12].[CH2:7]([C:10](=[CH:13][CH:14]([CH3:1])[CH2:15][CH3:16])[CH:11]=[O:12])[CH2:8][CH3:9], predict the reactants needed to synthesize it. The reactants are: [CH:1](=[O:6])[CH2:2][CH2:3][CH2:4][CH3:5].[CH2:7]([C:10](=[CH:13][CH2:14][CH2:15][CH2:16]C)[CH:11]=[O:12])[CH2:8][CH3:9]. (5) Given the product [Br:1][C:2]1[C:30]([O:31][CH3:32])=[CH:29][C:5]2[CH:6]=[CH:7][C:8]3[C:12]([C:4]=2[CH:3]=1)=[N:11][N:10]([CH2:13][CH2:14][CH2:15][NH:16][C:17]([O:19][C:20]([CH3:21])([CH3:22])[CH3:23])=[O:18])[C:9]=3[C:24]([OH:26])=[O:25], predict the reactants needed to synthesize it. The reactants are: [Br:1][C:2]1[C:30]([O:31][CH3:32])=[CH:29][C:5]2[CH:6]=[CH:7][C:8]3[C:12]([C:4]=2[CH:3]=1)=[N:11][N:10]([CH2:13][CH2:14][CH2:15][NH:16][C:17]([O:19][C:20]([CH3:23])([CH3:22])[CH3:21])=[O:18])[C:9]=3[C:24]([O:26]CC)=[O:25].O.[OH-].[Li+]. (6) The reactants are: [Cl:1][C:2]1[CH:7]=[CH:6][C:5]([C:8]2[C:9](=[O:18])[NH:10][C:11]3([CH2:17][CH2:16][CH2:15][CH2:14][CH2:13]3)[CH:12]=2)=[CH:4][CH:3]=1.[H-].[Na+].Br[CH2:22][C:23]([NH:25][C:26]1[CH:31]=[C:30]([F:32])[CH:29]=[C:28]([F:33])[CH:27]=1)=[O:24]. Given the product [Cl:1][C:2]1[CH:3]=[CH:4][C:5]([C:8]2[C:9](=[O:18])[N:10]([CH2:22][C:23]([NH:25][C:26]3[CH:27]=[C:28]([F:33])[CH:29]=[C:30]([F:32])[CH:31]=3)=[O:24])[C:11]3([CH2:17][CH2:16][CH2:15][CH2:14][CH2:13]3)[CH:12]=2)=[CH:6][CH:7]=1, predict the reactants needed to synthesize it. (7) Given the product [CH2:1]([O:8][C:9]1[C:14]([CH2:15][N:16]2[C:22](=[O:23])[C:21]3[C:24]([CH3:33])=[C:25]([O:29][CH:30]([CH3:32])[CH3:31])[CH:26]=[C:27]([C:41]4[CH:40]=[N:39][C:38]([NH:37][CH3:36])=[N:43][CH:42]=4)[C:20]=3[O:19][CH2:18][CH2:17]2)=[C:13]([CH3:34])[CH:12]=[C:11]([CH3:35])[N:10]=1)[C:2]1[CH:7]=[CH:6][CH:5]=[CH:4][CH:3]=1, predict the reactants needed to synthesize it. The reactants are: [CH2:1]([O:8][C:9]1[C:14]([CH2:15][N:16]2[C:22](=[O:23])[C:21]3[C:24]([CH3:33])=[C:25]([O:29][CH:30]([CH3:32])[CH3:31])[CH:26]=[C:27](Br)[C:20]=3[O:19][CH2:18][CH2:17]2)=[C:13]([CH3:34])[CH:12]=[C:11]([CH3:35])[N:10]=1)[C:2]1[CH:7]=[CH:6][CH:5]=[CH:4][CH:3]=1.[CH3:36][NH:37][C:38]1[N:43]=[CH:42][C:41](B2OC(C)(C)C(C)(C)O2)=[CH:40][N:39]=1.C(=O)([O-])[O-].[Na+].[Na+].N#N.